This data is from Full USPTO retrosynthesis dataset with 1.9M reactions from patents (1976-2016). The task is: Predict the reactants needed to synthesize the given product. (1) Given the product [Cl:1][C:2]1[CH:3]=[C:4]([C:8]2[CH:17]=[C:16]([O:18][CH2:35][C:36]([O:38][CH2:39][CH3:40])=[O:37])[C:15]([O:19][CH3:20])=[C:14]3[C:9]=2[CH:10]=[N:11][C:12]([NH:21][CH3:22])=[N:13]3)[CH:5]=[CH:6][CH:7]=1, predict the reactants needed to synthesize it. The reactants are: [Cl:1][C:2]1[CH:3]=[C:4]([C:8]2[CH:17]=[C:16]([OH:18])[C:15]([O:19][CH3:20])=[C:14]3[C:9]=2[CH:10]=[N:11][C:12]([NH:21][CH3:22])=[N:13]3)[CH:5]=[CH:6][CH:7]=1.CN(C=O)C.C(=O)([O-])[O-].[K+].[K+].Br[CH2:35][C:36]([O:38][CH2:39][CH3:40])=[O:37]. (2) Given the product [CH3:19][O:18][C@@H:5]([CH2:6][C:7]1[CH:8]=[CH:9][C:10]([O:13][CH2:14][CH2:15][CH2:16][O:33][C:29]2[CH:30]=[CH:31][CH:32]=[C:27]([N:21]3[CH2:26][CH2:25][O:24][CH2:23][CH2:22]3)[CH:28]=2)=[CH:11][CH:12]=1)[C:4]([OH:3])=[O:20], predict the reactants needed to synthesize it. The reactants are: C([O:3][C:4](=[O:20])[C@@H:5]([O:18][CH3:19])[CH2:6][C:7]1[CH:12]=[CH:11][C:10]([O:13][CH2:14][CH2:15][CH2:16]Br)=[CH:9][CH:8]=1)C.[N:21]1([C:27]2[CH:28]=[C:29]([OH:33])[CH:30]=[CH:31][CH:32]=2)[CH2:26][CH2:25][O:24][CH2:23][CH2:22]1. (3) Given the product [CH3:28][N:25]1[C:13]2=[CH:14][CH:15]=[C:16]3[C:11]([N:10]=[C:9]([C:6]4[CH:5]=[N:4][C:3]([OH:2])=[N:8][CH:7]=4)[N:18]=[C:17]3[N:19]3[CH2:24][CH2:23][O:22][CH2:21][CH2:20]3)=[C:12]2[CH:27]=[CH:26]1, predict the reactants needed to synthesize it. The reactants are: C[O:2][C:3]1[N:8]=[CH:7][C:6]([C:9]2[N:18]=[C:17]([N:19]3[CH2:24][CH2:23][O:22][CH2:21][CH2:20]3)[C:16]3[C:11](=[C:12]4[CH:27]=[CH:26][N:25]([CH3:28])[C:13]4=[CH:14][CH:15]=3)[N:10]=2)=[CH:5][N:4]=1.CO. (4) Given the product [NH2:21][C:17]1[CH:16]=[C:15]([NH:14][C:12]([NH:11][C:7]2[CH:8]=[CH:9][CH:10]=[C:5]([NH2:2])[CH:6]=2)=[O:13])[CH:20]=[CH:19][CH:18]=1, predict the reactants needed to synthesize it. The reactants are: O.[N+:2]([C:5]1[CH:6]=[C:7]([NH:11][C:12]([NH:14][C:15]2[CH:20]=[CH:19][CH:18]=[C:17]([N+:21]([O-])=O)[CH:16]=2)=[O:13])[CH:8]=[CH:9][CH:10]=1)([O-])=O. (5) Given the product [Cl:26][C:27]1[N:28]=[CH:29][C:30]([C:33]([NH:13][C:11]2[S:12][C:8]([CH2:7][N:3]3[CH2:4][CH2:5][CH2:6][C@H:2]3[CH3:1])=[C:9]([C:14]3[CH:19]=[C:18]([O:20][C:21]([F:24])([F:22])[F:23])[CH:17]=[C:16]([CH3:25])[CH:15]=3)[N:10]=2)=[O:34])=[N:31][CH:32]=1, predict the reactants needed to synthesize it. The reactants are: [CH3:1][C@@H:2]1[CH2:6][CH2:5][CH2:4][N:3]1[CH2:7][C:8]1[S:12][C:11]([NH2:13])=[N:10][C:9]=1[C:14]1[CH:19]=[C:18]([O:20][C:21]([F:24])([F:23])[F:22])[CH:17]=[C:16]([CH3:25])[CH:15]=1.[Cl:26][C:27]1[N:28]=[CH:29][C:30]([C:33](O)=[O:34])=[N:31][CH:32]=1.F[P-](F)(F)(F)(F)F.C(/C(=N/OC(N1CCOCC1)=[N+](C)C)/C(OCC)=O)#N.C(N(C(C)C)CC)(C)C.